This data is from Reaction yield outcomes from USPTO patents with 853,638 reactions. The task is: Predict the reaction yield, written as a fraction of the theoretical maximum amount of product (1.0 means a 100% yield; for example, 0.34 means a 34% yield). The reactants are C([O:3][C:4](=[O:27])[CH2:5][N:6]1[CH:26]=[CH:25][C:10]([NH:11][C:12]([O:14][CH2:15][C:16]2[CH:24]=[CH:23][C:22]3[O:21][CH2:20][O:19][C:18]=3[CH:17]=2)=[O:13])=[N:9][C:7]1=[O:8])C.O.[OH-].[Li+].Cl. The product is [CH2:15]([O:14][C:12]([NH:11][C:10]1[CH:25]=[CH:26][N:6]([CH2:5][C:4]([OH:27])=[O:3])[C:7](=[O:8])[N:9]=1)=[O:13])[C:16]1[CH:24]=[CH:23][C:22]2[O:21][CH2:20][O:19][C:18]=2[CH:17]=1. The yield is 0.980. The catalyst is O1CCCC1.O.